This data is from Catalyst prediction with 721,799 reactions and 888 catalyst types from USPTO. The task is: Predict which catalyst facilitates the given reaction. (1) Reactant: Br[C:2]1[CH:3]=[CH:4][C:5]([CH2:18][CH3:19])=[C:6]([CH:8]2[C:14](=[O:15])[CH:13]3[CH2:16][CH:10]([CH2:11][CH2:12]3)[C:9]2=[O:17])[CH:7]=1.[CH3:20][C:21]1[CH:22]=[N:23][NH:24][CH:25]=1.P([O-])([O-])([O-])=O.[K+].[K+].[K+].N1CCC[C@H]1C(O)=O. Product: [CH2:18]([C:5]1[CH:4]=[CH:3][C:2]([N:23]2[CH:22]=[C:21]([CH3:20])[CH:25]=[N:24]2)=[CH:7][C:6]=1[CH:8]1[C:14](=[O:15])[CH:13]2[CH2:16][CH:10]([CH2:11][CH2:12]2)[C:9]1=[O:17])[CH3:19]. The catalyst class is: 156. (2) Reactant: [I:1][C:2]1[CH:11]=[CH:10][C:5]([C:6]([NH:8][NH2:9])=O)=[CH:4][CH:3]=1.[CH3:12][N:13]=[C:14]=[S:15].[OH-].[Na+]. Product: [I:1][C:2]1[CH:11]=[CH:10][C:5]([C:6]2[N:13]([CH3:12])[C:14]([SH:15])=[N:9][N:8]=2)=[CH:4][CH:3]=1. The catalyst class is: 24. (3) Reactant: [CH3:1][C:2]([C:4]1[CH:9]=[CH:8][C:7]([Br:10])=[CH:6][CH:5]=1)=O.[NH2:11][C:12]1[CH:25]=[CH:24][CH:23]=[CH:22][C:13]=1[C:14](C1C=CC=CC=1)=O.[OH-].[Na+]. Product: [Br:10][C:7]1[CH:8]=[CH:9][C:4]([C:2]2[CH:1]=[CH:14][C:13]3[C:12](=[CH:25][CH:24]=[CH:23][CH:22]=3)[N:11]=2)=[CH:5][CH:6]=1. The catalyst class is: 8. (4) The catalyst class is: 1. Reactant: [CH2:1]([O:4][N:5]1[C:11](=[O:12])[N:10]2[CH2:13][C@H:6]1[CH:7]=[C:8]([CH2:23][CH2:24][O:25][Si](C(C)(C)C)(C)C)[C@H:9]2[CH2:14][O:15][Si](C(C)(C)C)(C)C)[CH:2]=[CH2:3].[F-].C([N+](CCCC)(CCCC)CCCC)CCC. Product: [CH2:1]([O:4][N:5]1[C:11](=[O:12])[N:10]2[CH2:13][C@H:6]1[CH:7]=[C:8]([CH2:23][CH2:24][OH:25])[C@H:9]2[CH2:14][OH:15])[CH:2]=[CH2:3].